Binary Classification. Given a miRNA mature sequence and a target amino acid sequence, predict their likelihood of interaction. From a dataset of Experimentally validated miRNA-target interactions with 360,000+ pairs, plus equal number of negative samples. (1) The miRNA is hsa-miR-152-5p with sequence AGGUUCUGUGAUACACUCCGACU. The protein sequence of the target gene is MSIRAPPRLLELARQRLLRDQALAISTMEELPRELFPTLFMEAFSRRRCETLKTMVQAWPFTRLPLGSLMKSPHLESLKSVLEGVDVLLTQEVRPRQSKLQVLDLRNVDENFCDIFSGATASFPEALSQKQTADNCPGTGRQQPFMVFIDLCLKNRTLDECLTHLLEWGKQRKGLLHVCCKELQVFGMPIHSIIEVLNMVELDCIQEVEVCCPWELSTLVKFAPYLGQMRNLRKLVLFNIRASACIPPDNKGQFIARFTSQFLKLDYFQNLSMHSVSFLEGHLDQLLRCLQASLEMVVMT.... Result: 0 (no interaction). (2) The miRNA is mmu-miR-300-3p with sequence UAUGCAAGGGCAAGCUCUCUUC. The protein sequence of the target gene is MSIETLLEAARFLEWQAQQQQRAREEQERLRLEREREREQEQKRASNLARLAHALPVEEPRIEAPPLPLSPPAPPPAPPPPLATPAPLTVIPIPVVTNSPQSLPPPPPLPPAAQPLPLAPRQPALVSTPGLSIKEPVTLPTRPQVPTPAPLLPDAKTTVAPTGSPKPLQPLPAPILTIAPHPGVQPQLAPQQPPPPTLGTLKLAPAEEAKSSEQKKRPGGIGTREVHNKLEKNRRAHLKECFETLKRNIPNVDDKKTSNLSVLRTALRYIQSLKRKEKEYEHEMERLAREKIATQQRLAE.... Result: 0 (no interaction). (3) The miRNA is cel-miR-228-5p with sequence AAUGGCACUGCAUGAAUUCACGG. The protein sequence of the target gene is MGEFKVHRVRFFNYVPSGIRCVAYNNQSNRLAVSRTDGTVEIYNLSANYFQEKFFPGHESRGTEALCWAGGQRLFSAGLNGEILEYDLQALNIKYTLDAFGGPIWSMTASPSGSQLLVGCEDGSVKLFEVTPEKIQFARNFDRQKSRILSLCWHPAGTHVAAGSLDYISVFDVKSGSIIRKMVLDRQHLGVTKSRCIVWGVAFLSDGTVISVDSVGKVQLWDSATGTLVKSHLVANADVQSIAVADQEDSFVVGTAEGTVFHFQLVSMTSNSSEKQWVRTKPFQHHTHDVRAVAHSPTAL.... Result: 0 (no interaction).